Dataset: Forward reaction prediction with 1.9M reactions from USPTO patents (1976-2016). Task: Predict the product of the given reaction. (1) Given the reactants [Mg].Cl[CH2:3][Si:4]([CH3:7])([CH3:6])[CH3:5].[C:8]1(=[O:13])[CH2:12][CH2:11][CH2:10][CH2:9]1.[Cl-].[NH4+], predict the reaction product. The product is: [CH3:5][Si:4]([CH2:3][C:8]1([OH:13])[CH2:12][CH2:11][CH2:10][CH2:9]1)([CH3:7])[CH3:6]. (2) Given the reactants Br[C:2]1[CH:3]=[CH:4][C:5]([F:25])=[C:6]([C:8]2[N:13]=[C:12]([C:14]([O:16][CH2:17][CH3:18])=[O:15])[C:11]([NH:19][CH:20]([CH3:24])[CH2:21][O:22][CH3:23])=[CH:10][CH:9]=2)[CH:7]=1.[C:26]([C@:28]1([OH:35])[CH2:32][CH2:31][N:30]([CH3:33])[C:29]1=[O:34])#[CH:27], predict the reaction product. The product is: [F:25][C:5]1[CH:4]=[CH:3][C:2]([C:27]#[C:26][C@:28]2([OH:35])[CH2:32][CH2:31][N:30]([CH3:33])[C:29]2=[O:34])=[CH:7][C:6]=1[C:8]1[N:13]=[C:12]([C:14]([O:16][CH2:17][CH3:18])=[O:15])[C:11]([NH:19][CH:20]([CH3:24])[CH2:21][O:22][CH3:23])=[CH:10][CH:9]=1. (3) Given the reactants [F:1][C:2]1[CH:7]=[CH:6][CH:5]=[C:4]([F:8])[C:3]=1[N:9]1[C:14]2[N:15]=[C:16](S(C)(=O)=O)[N:17]=[C:18]([C:19]3[CH:24]=[CH:23][C:22]([F:25])=[CH:21][C:20]=3[CH3:26])[C:13]=2[CH:12]=[CH:11][C:10]1=[O:31].[NH2:32][CH2:33][CH2:34][CH2:35][N:36]1[CH2:40][CH2:39][CH2:38][C:37]1=[O:41], predict the reaction product. The product is: [F:1][C:2]1[CH:7]=[CH:6][CH:5]=[C:4]([F:8])[C:3]=1[N:9]1[C:14]2[N:15]=[C:16]([NH:32][CH2:33][CH2:34][CH2:35][N:36]3[CH2:40][CH2:39][CH2:38][C:37]3=[O:41])[N:17]=[C:18]([C:19]3[CH:24]=[CH:23][C:22]([F:25])=[CH:21][C:20]=3[CH3:26])[C:13]=2[CH:12]=[CH:11][C:10]1=[O:31].